From a dataset of Kir2.1 potassium channel HTS with 301,493 compounds. Binary Classification. Given a drug SMILES string, predict its activity (active/inactive) in a high-throughput screening assay against a specified biological target. (1) The compound is Clc1ccc(OCc2n(CC)c(SCC(=O)Nc3cc4OCOc4cc3)nn2)cc1. The result is 0 (inactive). (2) The molecule is Clc1c(c2c(oc1=O)cc(OC)cc2OC)C. The result is 0 (inactive). (3) The molecule is Clc1c(N\N=C(\CC)c2nc(nnc2)c2ccccc2)cccc1. The result is 0 (inactive). (4) The result is 0 (inactive). The molecule is S(Cc1nc2n(c1)cccc2)c1sc(Nc2cc(ccc2)C)nn1. (5) The drug is O=C1N(CC2C31N(C(C2)c1n(ccc1)c1ncccc1)CCC3)C1CCCC1. The result is 0 (inactive).